From a dataset of Peptide-MHC class I binding affinity with 185,985 pairs from IEDB/IMGT. Regression. Given a peptide amino acid sequence and an MHC pseudo amino acid sequence, predict their binding affinity value. This is MHC class I binding data. The peptide sequence is FGWIFSRL. The binding affinity (normalized) is 0. The MHC is H-2-Db with pseudo-sequence H-2-Db.